From a dataset of Peptide-MHC class I binding affinity with 185,985 pairs from IEDB/IMGT. Regression. Given a peptide amino acid sequence and an MHC pseudo amino acid sequence, predict their binding affinity value. This is MHC class I binding data. (1) The peptide sequence is VPISHLYIL. The MHC is HLA-B07:02 with pseudo-sequence HLA-B07:02. The binding affinity (normalized) is 0.714. (2) The peptide sequence is GAPWKIWML. The MHC is HLA-A01:01 with pseudo-sequence HLA-A01:01. The binding affinity (normalized) is 0.0847. (3) The peptide sequence is YIDERSNAEI. The MHC is H-2-Dd with pseudo-sequence H-2-Dd. The binding affinity (normalized) is 0.0614. (4) The peptide sequence is FLGKIWPSHK. The MHC is HLA-A11:01 with pseudo-sequence HLA-A11:01. The binding affinity (normalized) is 0.131.